This data is from Peptide-MHC class II binding affinity with 134,281 pairs from IEDB. The task is: Regression. Given a peptide amino acid sequence and an MHC pseudo amino acid sequence, predict their binding affinity value. This is MHC class II binding data. (1) The peptide sequence is EAKYDAYVATLSEALRIIAG. The MHC is HLA-DPA10301-DPB10402 with pseudo-sequence HLA-DPA10301-DPB10402. The binding affinity (normalized) is 0.670. (2) The MHC is HLA-DPA10103-DPB10401 with pseudo-sequence HLA-DPA10103-DPB10401. The peptide sequence is GEIYKRWIILGLNKIVRMY. The binding affinity (normalized) is 0.256. (3) The peptide sequence is EKKYFAATQFEPLTA. The MHC is HLA-DPA10103-DPB10601 with pseudo-sequence HLA-DPA10103-DPB10601. The binding affinity (normalized) is 0.976. (4) The binding affinity (normalized) is 0.0257. The peptide sequence is LTKKGNVWEVKSSKP. The MHC is HLA-DPA10201-DPB11401 with pseudo-sequence HLA-DPA10201-DPB11401.